From a dataset of Experimentally validated miRNA-target interactions with 360,000+ pairs, plus equal number of negative samples. Binary Classification. Given a miRNA mature sequence and a target amino acid sequence, predict their likelihood of interaction. (1) The miRNA is hsa-miR-4680-5p with sequence AGAACUCUUGCAGUCUUAGAUGU. The protein sequence of the target gene is MGVRNCLYGNNMSGQRDIPPEIGEQPEQPPLEAPGAAAPGAGPSPAEEMETEPPHNEPIPVENDGEACGPPEVSRPNFQVLNPAFREAGAHGSYSPPPEEAMPFEAEQPSLGGFWPTLEQPGFPSGVHAGLEAFGPALMEPGAFSGARPGLGGYSPPPEEAMPFEFDQPAQRGCSQLLLQVPDLAPGGPGAAGVPGAPPEEPQALRPAKAGSRGGYSPPPEETMPFELDGEGFGDDSPPPGLSRVIAQVDGSSQFAAVAASSAVRLTPAANAPPLWVPGAIGSPSQEAVRPPSNFTGSSP.... Result: 0 (no interaction). (2) The miRNA is hsa-miR-6893-5p with sequence CAGGCAGGUGUAGGGUGGAGC. The protein sequence of the target gene is MDSTSSLHGSSLHRPSTEQTRTDFSWDGINLSMEDTTSILPKLKRNSNAYGIGALAKSSFSGISRSMKDHVTKPTAMGQGRVAHMIEWQGWGKTPAVQPQHSHESVRRDTDAYSDLSDGEKEARFLAGVMEQFAISEATLMAWSSMDGEDMSVNSTQEPLGCNYSDNYQELMDSQDALAQAPMDGWPHSYVSQGMYCLGSSDAWEASDQSLIASPATGSYLGPAFDDSQPSLHEMGPSQPASGYSALEPPPLLGGDTDWAPGVGAVDLARGPAEEEKRPLAPEEEEDAGCRDLESLSPRE.... Result: 1 (interaction).